Dataset: Catalyst prediction with 721,799 reactions and 888 catalyst types from USPTO. Task: Predict which catalyst facilitates the given reaction. (1) Reactant: F[P-](F)(F)(F)(F)F.C[N+](C)=C(N(C)C)ON1C2N=CC=CC=2N=N1.C(N(CC)C(C)C)(C)C.[NH2:34][C:35]1[N:44]=[C:43]([N:45]2[CH2:50][CH2:49][N:48]([CH3:51])[CH2:47][CH2:46]2)[C:42]2[C:37](=[CH:38][C:39]([C:52](O)=[O:53])=[CH:40][CH:41]=2)[N:36]=1.Cl.[NH2:56][CH:57]1[C:66]2[CH:65]=[C:64]([O:67][CH2:68][C:69]3[CH:70]=[C:71]([CH:74]=[CH:75][CH:76]=3)[C:72]#[N:73])[CH:63]=[CH:62][C:61]=2[CH2:60][CH2:59][CH2:58]1. Product: [NH2:34][C:35]1[N:44]=[C:43]([N:45]2[CH2:46][CH2:47][N:48]([CH3:51])[CH2:49][CH2:50]2)[C:42]2[C:37](=[CH:38][C:39]([C:52]([NH:56][CH:57]3[C:66]4[C:61](=[CH:62][CH:63]=[C:64]([O:67][CH2:68][C:69]5[CH:76]=[CH:75][CH:74]=[C:71]([C:72]#[N:73])[CH:70]=5)[CH:65]=4)[CH2:60][CH2:59][CH2:58]3)=[O:53])=[CH:40][CH:41]=2)[N:36]=1. The catalyst class is: 9. (2) Reactant: [N:1]1[CH:6]=[CH:5][CH:4]=[CH:3][C:2]=1[CH2:7][N:8]([CH2:16][C:17]1[CH:18]=[C:19]([CH:24]=[C:25]([CH2:27][N:28]([CH2:36][C:37]2[CH:42]=[CH:41][CH:40]=[CH:39][N:38]=2)[CH2:29][C:30]2[CH:35]=[CH:34][CH:33]=[CH:32][N:31]=2)[CH:26]=1)[C:20]([O:22]C)=[O:21])[CH2:9][C:10]1[CH:15]=[CH:14][CH:13]=[CH:12][N:11]=1.[OH-].[Na+].CO.CCOC(C)=O.Cl. Product: [N:1]1[CH:6]=[CH:5][CH:4]=[CH:3][C:2]=1[CH2:7][N:8]([CH2:16][C:17]1[CH:18]=[C:19]([CH:24]=[C:25]([CH2:27][N:28]([CH2:29][C:30]2[CH:35]=[CH:34][CH:33]=[CH:32][N:31]=2)[CH2:36][C:37]2[CH:42]=[CH:41][CH:40]=[CH:39][N:38]=2)[CH:26]=1)[C:20]([OH:22])=[O:21])[CH2:9][C:10]1[CH:15]=[CH:14][CH:13]=[CH:12][N:11]=1. The catalyst class is: 24. (3) Reactant: Cl[C:2]1[CH:3]=[CH:4][C:5]2[N:6]([C:8]([C:11]3[S:15][C:14]4[CH:16]=[CH:17][C:18]([O:20][CH3:21])=[CH:19][C:13]=4[CH:12]=3)=[CH:9][N:10]=2)[N:7]=1.CC1(C)C2C(=C(P(C3C=CC=CC=3)C3C=CC=CC=3)C=CC=2)OC2C(P(C3C=CC=CC=3)C3C=CC=CC=3)=CC=CC1=2.C(=O)([O-])[O-].[K+].[K+].[CH3:70][O:71][C:72]1[CH:73]=[C:74]([CH:76]=[CH:77][C:78]=1[O:79][CH3:80])[NH2:75]. Product: [CH3:21][O:20][C:18]1[CH:17]=[CH:16][C:14]2[S:15][C:11]([C:8]3[N:6]4[N:7]=[C:2]([NH:75][C:74]5[CH:76]=[CH:77][C:78]([O:79][CH3:80])=[C:72]([O:71][CH3:70])[CH:73]=5)[CH:3]=[CH:4][C:5]4=[N:10][CH:9]=3)=[CH:12][C:13]=2[CH:19]=1. The catalyst class is: 160. (4) The catalyst class is: 12. Product: [CH3:31][O:30][C:27]1[CH:26]=[CH:25][C:24]([CH2:23][N:21]2[CH:22]=[C:18]([CH2:17][O:16][C:14]([C:13]3[CH:12]=[CH:11][C:10]([O:9][C:7]([CH3:34])([CH3:8])[C:6]([OH:35])=[O:5])=[CH:33][CH:32]=3)=[O:15])[N:19]=[N:20]2)=[CH:29][CH:28]=1. Reactant: C([O:5][C:6](=[O:35])[C:7]([CH3:34])([O:9][C:10]1[CH:33]=[CH:32][C:13]([C:14]([O:16][CH2:17][C:18]2[N:19]=[N:20][N:21]([CH2:23][C:24]3[CH:29]=[CH:28][C:27]([O:30][CH3:31])=[CH:26][CH:25]=3)[CH:22]=2)=[O:15])=[CH:12][CH:11]=1)[CH3:8])(C)(C)C.Cl.